From a dataset of Experimentally validated miRNA-target interactions with 360,000+ pairs, plus equal number of negative samples. Binary Classification. Given a miRNA mature sequence and a target amino acid sequence, predict their likelihood of interaction. (1) The miRNA is rno-miR-214-3p with sequence ACAGCAGGCACAGACAGGCAG. The protein sequence of the target gene is MSFRKVNIIILVLAVALFLLVLHHNFLSLSSLLRNEVTDSGIVGPQPIDFVPNALRHAVDGRQEEIPVVIAASEDRLGGAIAAINSIQHNTRSNVIFYIVTLNNTADHLRSWLNSDSLKSIRYKIVNFDPKLLEGKVKEDPDQGESMKPLTFARFYLPILVPSAKKAIYMDDDVIVQGDILALYNTALKPGHAAAFSEDCDSASTKVVIRGAGNQYNYIGYLDYKKERIRKLSMKASTCSFNPGVFVANLTEWKRQNITNQLEKWMKLNVEEGLYSRTLAGSITTPPLLIVFYQQHSTID.... Result: 0 (no interaction). (2) The miRNA is hsa-miR-4262 with sequence GACAUUCAGACUACCUG. The protein sequence of the target gene is MEFSIKQSPLSVQSVVKCIKMKQAPEILGSANGKTPSCEVNRECSVFLSKAQLSSSLQEGVMQKFNGHDALPFIPADKLKDLTSRVFNGEPGAHDAKLRFESQEMKGIGTPPNTTPIKNGSPEIKLKITKTYMNGKPLFESSICGDSAADVSQSEENGQKPENKARRNRKRSIKYDSLLEQGLVEAALVSKISSPSDKKIPAKKESCPNTGRDKDHLLKYNVGDLVWSKVSGYPWWPCMVSADPLLHSYTKLKGQKKSARQYHVQFFGDAPERAWIFEKSLVAFEGEGQFEKLCQESAKQ.... Result: 1 (interaction). (3) The miRNA is hsa-miR-3678-5p with sequence UCCGUACAAACUCUGCUGUG. The protein sequence of the target gene is MELENIVANTVLLKAREGGGGKRKGKSKKWKEILKFPHISQCEDLRRTIDRDYYSLCDKQPIGRLLFRQFCETRPGLECYIQFLDLVAEYEITPDENLGAKGKEIMTKYLTPKSPVFIAQVGQDLVSQTEKKLLQSPCKELFSACAQSVHDYLKGDPFHEYLDSMYFDRFLQWKWLERQPVTKNTFRQYRVLGKGGFGEVCACQVRATGKMYACKRLEKKRIKKRKGESMALNEKQILEKVNSQFVVNLAYAYETKDALCLVLTIMNGGDLKFHIYNMGNPGFEEERALFYAAEILCGLE.... Result: 0 (no interaction). (4) The miRNA is hsa-miR-224-3p with sequence AAAAUGGUGCCCUAGUGACUACA. The protein sequence of the target gene is MWKVSALLFVLGSASLWVLAEGASTGQPEDDTETTGLEGGVAMPGAEDDVVTPGTSEDRYKSGLTTLVATSVNSVTGIRIEDLPTSESTVHAQEQSPSATASNVATSHSTEKVDGDTQTTVEKDGLSTVTLVGIIVGVLLAIGFIGAIIVVVMRKMSGRYSP. Result: 0 (no interaction). (5) The miRNA is hsa-miR-1263 with sequence AUGGUACCCUGGCAUACUGAGU. The protein sequence of the target gene is MVLPLPWLSRYHFLRLLLPSWSLAPQGSHGCCSQNPKASMEEQTSSRGNGKMTSPPRGPGTHRTAELARAEELLEQQLELYQALLEGQEGAWEAQALVLKIQKLKEQMRRHQESLGGGA. Result: 0 (no interaction). (6) The miRNA is hsa-miR-645 with sequence UCUAGGCUGGUACUGCUGA. The protein sequence of the target gene is MGVPAVPEASSPRWGTLLLAIFLAASRGLVAAFKVTTPYSLYVCPEGQNATLTCRILGPVSKGHDVTIYKTWYLSSRGEVQMCKEHRPIRNFTLQHLQHHGSHLKANASHDQPQKHGLELASDHHGNFSITLRNVTPRDSGLYCCLVIELKNHHPEQRFYGSMELQVQAGKGSGSTCMASNEQDSDSITAAALATGACIVGILCLPLILLLVYKQRQVASHRRAQELVRMDSNTQGIENPGFETTPPFQGMPEAKTRPPLSYVAQRQPSESGRYLLSDPSTPLSPPGPGDVFFPSLDPVP.... Result: 0 (no interaction). (7) The miRNA is hsa-miR-6128 with sequence ACUGGAAUUGGAGUCAAAA. The protein sequence of the target gene is MHRAVDPPGARSAREAFALGGLSCAGAWSSCPPHPPPRSSWLPGGRCSASVGQPPLSAPLPPSHGSSSGHPNKPYYAPGTPTPRPLHGKLESLHGCVQALLREPAQPGLWEQLGQLYESEHDSEEAVCCYHRALRYGGSFAELGPRIGRLQQAQLWNFHAGSCQHRAKVLPPLEQVWNLLHLEHKRNYGAKRGGPPVKRSAEPPVVQPMPPAALSGPSGEEGLSPGGKRRRGCSSEQAGLPPGLPLPPPPPPPPPPPPPPPPPPPPLPGLAISPPFQLTKPGLWNTLHGDAWGPERKGSA.... Result: 0 (no interaction).